This data is from Full USPTO retrosynthesis dataset with 1.9M reactions from patents (1976-2016). The task is: Predict the reactants needed to synthesize the given product. (1) Given the product [C:22]([O:26][C:27]([N:29]1[C:41]2[CH2:40][CH:39]([C:42]([S:48]([C:51]3[CH:56]=[CH:55][CH:54]=[CH:53][CH:52]=3)(=[O:50])=[O:49])([C:44]([O:46][CH3:47])=[O:45])[CH3:43])[CH2:38][CH2:37][C:36]=2[C:35]2[C:30]1=[CH:31][CH:32]=[C:33]([N:59]([CH3:60])[CH3:58])[CH:34]=2)=[O:28])([CH3:25])([CH3:24])[CH3:23], predict the reactants needed to synthesize it. The reactants are: C(P(C(C)(C)C)C1C=CC=CC=1C1C=CC=CC=1)(C)(C)C.[C:22]([O:26][C:27]([N:29]1[C:41]2[CH2:40][CH:39]([C:42]([S:48]([C:51]3[CH:56]=[CH:55][CH:54]=[CH:53][CH:52]=3)(=[O:50])=[O:49])([C:44]([O:46][CH3:47])=[O:45])[CH3:43])[CH2:38][CH2:37][C:36]=2[C:35]2[C:30]1=[CH:31][CH:32]=[C:33](Br)[CH:34]=2)=[O:28])([CH3:25])([CH3:24])[CH3:23].[CH3:58][NH:59][CH3:60].C([O-])([O-])=O.[Na+].[Na+]. (2) Given the product [Cl:24][C:25]1[CH:26]=[C:27]([C:2]2[CH:7]=[CH:6][CH:5]=[C:4]([CH:8]([N:10]([O:22][CH3:23])[C:11]([C:13]3[C:14]([CH:19]([F:21])[F:20])=[N:15][N:16]([CH3:18])[CH:17]=3)=[O:12])[CH3:9])[CH:3]=2)[CH:28]=[CH:29][C:30]=1[Cl:31], predict the reactants needed to synthesize it. The reactants are: I[C:2]1[CH:3]=[C:4]([CH:8]([N:10]([O:22][CH3:23])[C:11]([C:13]2[C:14]([CH:19]([F:21])[F:20])=[N:15][N:16]([CH3:18])[CH:17]=2)=[O:12])[CH3:9])[CH:5]=[CH:6][CH:7]=1.[Cl:24][C:25]1[CH:26]=[C:27](B(O)O)[CH:28]=[CH:29][C:30]=1[Cl:31].C(=O)([O-])[O-].[K+].[K+]. (3) Given the product [Br:1][C:2]1[CH:3]=[C:4]2[C:9](=[CH:10][CH:11]=1)[N:8]1[C:12]([C:15]3[CH:20]=[CH:19][CH:18]=[CH:17][CH:16]=3)=[N:13][N:14]=[C:7]1[C:6]([Cl:24])=[N:5]2, predict the reactants needed to synthesize it. The reactants are: [Br:1][C:2]1[CH:3]=[C:4]2[C:9](=[CH:10][CH:11]=1)[N:8]1[C:12]([C:15]3[CH:20]=[CH:19][CH:18]=[CH:17][CH:16]=3)=[N:13][N:14]=[C:7]1[C:6](=O)[NH:5]2.P(Cl)(Cl)([Cl:24])=O.